From a dataset of Catalyst prediction with 721,799 reactions and 888 catalyst types from USPTO. Predict which catalyst facilitates the given reaction. (1) Reactant: [NH2:1][C:2]1[CH:3]=[C:4]([C:9]2[CH:10]=[CH:11][C:12]3[O:18][CH2:17][CH2:16][N:15]([C:19]([C:21]4[CH:26]=[CH:25][C:24]([S:27]([CH3:30])(=[O:29])=[O:28])=[CH:23][CH:22]=4)=[O:20])[CH2:14][C:13]=3[CH:31]=2)[CH:5]=[CH:6][C:7]=1[NH2:8].[CH3:32][O:33][C:34]([NH:36][C:37](=NC(OC)=O)SC)=[O:35]. Product: [CH3:32][O:33][C:34](=[O:35])[NH:36][C:37]1[NH:1][C:2]2[CH:3]=[C:4]([C:9]3[CH:10]=[CH:11][C:12]4[O:18][CH2:17][CH2:16][N:15]([C:19]([C:21]5[CH:26]=[CH:25][C:24]([S:27]([CH3:30])(=[O:29])=[O:28])=[CH:23][CH:22]=5)=[O:20])[CH2:14][C:13]=4[CH:31]=3)[CH:5]=[CH:6][C:7]=2[N:8]=1. The catalyst class is: 52. (2) Reactant: F[C:2]1[C:9]([F:10])=[CH:8][CH:7]=[CH:6][C:3]=1[CH:4]=[O:5].[NH:11]1[CH2:16][CH2:15][O:14][CH2:13][CH2:12]1.C(=O)([O-])[O-].[K+].[K+].CS(C)=O. Product: [F:10][C:9]1[C:2]([N:11]2[CH2:16][CH2:15][O:14][CH2:13][CH2:12]2)=[C:3]([CH:6]=[CH:7][CH:8]=1)[CH:4]=[O:5]. The catalyst class is: 6. (3) Reactant: F[C:2]1[CH:7]=[C:6]([O:8][CH3:9])[CH:5]=[CH:4][N:3]=1.[F:10][C:11]1[CH:18]=[CH:17][CH:16]=[C:15]([F:19])[C:12]=1[CH2:13][OH:14].CC(C)([O-])C.[K+]. Product: [F:10][C:11]1[CH:18]=[CH:17][CH:16]=[C:15]([F:19])[C:12]=1[CH2:13][O:14][C:2]1[CH:7]=[C:6]([O:8][CH3:9])[CH:5]=[CH:4][N:3]=1. The catalyst class is: 7. (4) Reactant: [Mg].[F:2][C:3]1[C:8]([F:9])=[C:7]([F:10])[CH:6]=[CH:5][C:4]=1Br.[CH2:12]([C@H:15]1[CH2:20][CH2:19][C@H:18]([CH:21]2[CH2:26][CH2:25][C:24](=[O:27])[CH2:23][CH2:22]2)[CH2:17][CH2:16]1)[CH2:13][CH3:14].Cl. Product: [F:2][C:3]1[C:8]([F:9])=[C:7]([F:10])[CH:6]=[CH:5][C:4]=1[C:24]1([OH:27])[CH2:23][CH2:22][CH:21]([C@H:18]2[CH2:19][CH2:20][C@H:15]([CH2:12][CH2:13][CH3:14])[CH2:16][CH2:17]2)[CH2:26][CH2:25]1. The catalyst class is: 20.